From a dataset of Forward reaction prediction with 1.9M reactions from USPTO patents (1976-2016). Predict the product of the given reaction. Given the reactants [NH2:1][C:2]1[CH:3]=[C:4]([N:8]2[CH2:13][CH2:12][N:11]([C:14](=[O:16])[CH3:15])[CH2:10][CH2:9]2)[CH:5]=[CH:6][CH:7]=1.[CH:17](O)=[O:18], predict the reaction product. The product is: [C:14]([N:11]1[CH2:10][CH2:9][N:8]([C:4]2[CH:3]=[C:2]([NH:1][CH:17]=[O:18])[CH:7]=[CH:6][CH:5]=2)[CH2:13][CH2:12]1)(=[O:16])[CH3:15].